This data is from Full USPTO retrosynthesis dataset with 1.9M reactions from patents (1976-2016). The task is: Predict the reactants needed to synthesize the given product. (1) Given the product [CH3:20][C:19]1[CH:21]=[CH:22][C:16]([S:13]([O:1][CH2:2][C:3]2[CH:8]=[CH:7][CH:6]=[C:5]([CH2:9][OH:10])[N:4]=2)(=[O:15])=[O:14])=[CH:17][CH:18]=1, predict the reactants needed to synthesize it. The reactants are: [OH:1][CH2:2][C:3]1[CH:8]=[CH:7][CH:6]=[C:5]([CH2:9][OH:10])[N:4]=1.[I-].[K+].[S:13](Cl)([C:16]1[CH:22]=[CH:21][C:19]([CH3:20])=[CH:18][CH:17]=1)(=[O:15])=[O:14]. (2) Given the product [F:1][C:2]1[CH:30]=[C:29]([F:31])[CH:28]=[CH:27][C:3]=1[O:4][C:5]1[C:6]([C:15]2[C:24]3[C:19](=[CH:20][CH:21]=[CH:22][CH:23]=3)[C:18](=[O:25])[N:17]([CH3:26])[CH:16]=2)=[N:7][C:8]([N:34]2[CH2:35][CH2:36][CH2:37][S:33]2(=[O:38])=[O:32])=[N:9][CH:10]=1, predict the reactants needed to synthesize it. The reactants are: [F:1][C:2]1[CH:30]=[C:29]([F:31])[CH:28]=[CH:27][C:3]=1[O:4][C:5]1[C:6]([C:15]2[C:24]3[C:19](=[CH:20][CH:21]=[CH:22][CH:23]=3)[C:18](=[O:25])[N:17]([CH3:26])[CH:16]=2)=[N:7][C:8](S(C)(=O)=O)=[N:9][CH:10]=1.[O:32]=[S:33]1(=[O:38])[CH2:37][CH2:36][CH2:35][NH:34]1. (3) Given the product [O:1]1[C:5]2[CH:6]=[CH:7][C:8]([C:10]#[N:13])=[CH:9][C:4]=2[CH2:3][CH2:2]1, predict the reactants needed to synthesize it. The reactants are: [O:1]1[C:5]2[CH:6]=[CH:7][C:8]([CH:10]=O)=[CH:9][C:4]=2[CH2:3][CH2:2]1.Cl.[NH2:13]O.[OH-].[K+]. (4) Given the product [NH2:16][C:12]1[CH:13]=[C:14]2[C:9](=[CH:10][C:11]=1[O:19][C:20]1[CH:25]=[CH:24][CH:23]=[CH:22][CH:21]=1)[O:8][CH2:7][C:6]1[N:15]2[CH:2]([CH3:1])[C:3](=[O:26])[NH:4][N:5]=1, predict the reactants needed to synthesize it. The reactants are: [CH3:1][CH:2]1[N:15]2[C:6]([CH2:7][O:8][C:9]3[C:14]2=[CH:13][C:12]([N+:16]([O-])=O)=[C:11]([O:19][C:20]2[CH:25]=[CH:24][CH:23]=[CH:22][CH:21]=2)[CH:10]=3)=[N:5][NH:4][C:3]1=[O:26]. (5) Given the product [C:24]1([CH:17]([C:18]2[CH:19]=[CH:20][CH:21]=[CH:22][CH:23]=2)[C:14]2[S:13][C:12]([C:10]([NH:9][C@@H:5]([CH2:4][CH2:3][CH2:2][NH:1][C:41](=[NH:51])[C:42]3[CH:47]=[CH:46][CH:45]=[CH:44][CH:43]=3)[C:6]([OH:8])=[O:7])=[O:11])=[CH:16][CH:15]=2)[CH:29]=[CH:28][CH:27]=[CH:26][CH:25]=1.[C:30]([OH:36])([C:32]([F:35])([F:34])[F:33])=[O:31], predict the reactants needed to synthesize it. The reactants are: [NH2:1][CH2:2][CH2:3][CH2:4][C@H:5]([NH:9][C:10]([C:12]1[S:13][C:14]([CH:17]([C:24]2[CH:29]=[CH:28][CH:27]=[CH:26][CH:25]=2)[C:18]2[CH:23]=[CH:22][CH:21]=[CH:20][CH:19]=2)=[CH:15][CH:16]=1)=[O:11])[C:6]([OH:8])=[O:7].[C:30]([OH:36])([C:32]([F:35])([F:34])[F:33])=[O:31].C(O)C.Cl.[C:41](=[NH:51])(OCC)[C:42]1[CH:47]=[CH:46][CH:45]=[CH:44][CH:43]=1. (6) Given the product [CH3:1][N:2]1[CH2:10][C:9]2[C:4](=[CH:5][CH:6]=[C:7]([B:11]([OH:15])[OH:12])[CH:8]=2)[C:3]1=[O:20], predict the reactants needed to synthesize it. The reactants are: [CH3:1][N:2]1[CH2:10][C:9]2[C:4](=[CH:5][CH:6]=[C:7]([B:11]3[O:15]C(C)(C)C(C)(C)[O:12]3)[CH:8]=2)[C:3]1=[O:20].Cl. (7) Given the product [F:17][CH:2]([F:1])[CH:3]1[C:12]2[C:7](=[CH:8][CH:9]=[CH:10][CH:11]=2)[N:6]([CH2:13][CH2:14][NH2:16])[CH2:5][CH2:4]1, predict the reactants needed to synthesize it. The reactants are: [F:1][CH:2]([F:17])[CH:3]1[C:12]2[C:7](=[CH:8][CH:9]=[CH:10][CH:11]=2)[N:6]([CH2:13][C:14]([NH2:16])=O)[CH2:5][CH2:4]1.CSC.B.